From a dataset of Catalyst prediction with 721,799 reactions and 888 catalyst types from USPTO. Predict which catalyst facilitates the given reaction. The catalyst class is: 10. Product: [Cl:1][C:2]1[N:3]=[C:4]([NH:17][CH2:12][C:13]([CH3:16])([CH3:15])[CH3:14])[C:5]([F:10])=[CH:6][C:7]=1[C:8]#[N:9]. Reactant: [Cl:1][C:2]1[C:7]([C:8]#[N:9])=[CH:6][C:5]([F:10])=[C:4](Cl)[N:3]=1.[CH2:12]([NH2:17])[C:13]([CH3:16])([CH3:15])[CH3:14].C(N(CC)CC)C.